Dataset: Reaction yield outcomes from USPTO patents with 853,638 reactions. Task: Predict the reaction yield, written as a fraction of the theoretical maximum amount of product (1.0 means a 100% yield; for example, 0.34 means a 34% yield). The yield is 0.730. The product is [OH:12][C:10]1[C:9]2[C:4](=[CH:5][C:6]([O:13][CH2:21][C:22]3[CH:29]=[CH:28][C:25]([C:26]#[N:27])=[CH:24][CH:23]=3)=[CH:7][CH:8]=2)[N:3]=[C:2]([CH3:1])[CH:11]=1. The reactants are [CH3:1][C:2]1[CH:11]=[C:10]([OH:12])[C:9]2[C:4](=[CH:5][C:6]([OH:13])=[CH:7][CH:8]=2)[N:3]=1.C(=O)([O-])[O-].[K+].[K+].Br[CH2:21][C:22]1[CH:29]=[CH:28][C:25]([C:26]#[N:27])=[CH:24][CH:23]=1.CCOC(C)=O.O. The catalyst is CN(C=O)C.